Task: Predict the product of the given reaction.. Dataset: Forward reaction prediction with 1.9M reactions from USPTO patents (1976-2016) (1) The product is: [Br:19][C:15]1[N:14]=[C:13]([S:20]([O:31][C:25]2[CH:30]=[CH:29][CH:28]=[CH:27][CH:26]=2)(=[O:22])=[O:21])[CH:18]=[CH:17][CH:16]=1. Given the reactants C([Mg]Cl)CCC.C([Li])CCC.Br[C:13]1[CH:18]=[CH:17][CH:16]=[C:15]([Br:19])[N:14]=1.[S:20](Cl)(Cl)(=[O:22])=[O:21].[C:25]1([OH:31])[CH:30]=[CH:29][CH:28]=[CH:27][CH:26]=1.C(N(CC)CC)C, predict the reaction product. (2) Given the reactants [CH2:1]1OCCOCCOCCOCCO[CH2:2]1.[OH-].[Na+].C([C:20]([CH2:33][CH3:34])(P(O)(O)=O)/[C:21](/[CH3:28])=[C:22](\CC)/[C:23]([O-:25])=[O:24])C.[CH3:35][C:36]([CH3:50])=[CH:37][CH2:38][CH2:39]/[C:40](/[CH3:49])=[CH:41]/[CH2:42][CH2:43]/[C:44](/[CH3:48])=C/C=O, predict the reaction product. The product is: [CH3:28]/[C:21](/[CH:20]=[CH:33]/[CH:34]=[C:44](\[CH3:48])/[CH2:43][CH2:42]/[CH:41]=[C:40](\[CH3:49])/[CH2:39][CH2:38][CH:37]=[C:36]([CH3:35])[CH3:50])=[CH:22]\[C:23]([O:25][CH2:1][CH3:2])=[O:24]. (3) The product is: [C:17]([O:16][C:14]([NH:13][C@H:10]1[CH2:11][CH2:12][C@H:7]([O:6][CH2:5][C:4]([OH:21])=[O:3])[CH2:8][CH2:9]1)=[O:15])([CH3:20])([CH3:18])[CH3:19]. Given the reactants C([O:3][C:4](=[O:21])[CH2:5][O:6][C@H:7]1[CH2:12][CH2:11][C@H:10]([NH:13][C:14]([O:16][C:17]([CH3:20])([CH3:19])[CH3:18])=[O:15])[CH2:9][CH2:8]1)C.O.[OH-].[Li+], predict the reaction product. (4) The product is: [OH-:9].[NH4+:5].[CH3:8][OH:9].[Cl:29][CH2:30][Cl:31].[NH2:5][CH2:6][CH2:7][CH2:8][O:9][C:10]1[CH:11]=[C:12]([CH2:18][OH:19])[CH:13]=[C:14]([CH2:16][OH:17])[CH:15]=1. Given the reactants C1(=O)[N:5]([CH2:6][CH2:7][CH2:8][O:9][C:10]2[CH:11]=[C:12]([CH2:18][OH:19])[CH:13]=[C:14]([CH2:16][OH:17])[CH:15]=2)C(=O)C2=CC=CC=C12.O.NN.[Cl:29][CH2:30][Cl:31], predict the reaction product.